From a dataset of Full USPTO retrosynthesis dataset with 1.9M reactions from patents (1976-2016). Predict the reactants needed to synthesize the given product. (1) Given the product [CH2:38]([O:40][C:32](=[O:36])[C:33]([C:12]1[C:13]2[C:18](=[CH:17][CH:16]=[C:15]([C:19]3[CH:24]=[CH:23][C:22]([O:25][C:26]([F:28])([F:29])[F:27])=[CH:21][CH:20]=3)[CH:14]=2)[N:10]([CH2:9][C:8]2[CH:30]=[CH:31][C:5]([C:1]([CH3:4])([CH3:2])[CH3:3])=[CH:6][CH:7]=2)[CH:11]=1)=[O:34])[CH3:39], predict the reactants needed to synthesize it. The reactants are: [C:1]([C:5]1[CH:31]=[CH:30][C:8]([CH2:9][N:10]2[C:18]3[C:13](=[CH:14][C:15]([C:19]4[CH:24]=[CH:23][C:22]([O:25][C:26]([F:29])([F:28])[F:27])=[CH:21][CH:20]=4)=[CH:16][CH:17]=3)[CH:12]=[CH:11]2)=[CH:7][CH:6]=1)([CH3:4])([CH3:3])[CH3:2].[C:32](Cl)(=[O:36])[C:33](Cl)=[O:34].[CH2:38]([OH:40])[CH3:39]. (2) Given the product [CH3:1][O:2][C:3]1[N:8]=[CH:7][C:6]([NH:9][S:17]([C:12]2[CH:13]=[CH:14][CH:15]=[CH:16][C:11]=2[CH3:10])(=[O:19])=[O:18])=[CH:5][CH:4]=1, predict the reactants needed to synthesize it. The reactants are: [CH3:1][O:2][C:3]1[N:8]=[CH:7][C:6]([NH2:9])=[CH:5][CH:4]=1.[CH3:10][C:11]1[CH:16]=[CH:15][CH:14]=[CH:13][C:12]=1[S:17](Cl)(=[O:19])=[O:18]. (3) Given the product [CH3:2][C:1]([NH:8][C@@H:9]([C:10]([NH:12][CH2:13][C:14]1[CH:19]=[CH:18][CH:17]=[CH:16][CH:15]=1)=[O:11])[CH2:20][O:21][CH3:22])=[O:3], predict the reactants needed to synthesize it. The reactants are: [C:1](OC(=O)C)(=[O:3])[CH3:2].[NH2:8][C@H:9]([CH2:20][O:21][CH3:22])[C:10]([NH:12][CH2:13][C:14]1[CH:19]=[CH:18][CH:17]=[CH:16][CH:15]=1)=[O:11].C(N(CC)CC)C.